This data is from Peptide-MHC class I binding affinity with 185,985 pairs from IEDB/IMGT. The task is: Regression. Given a peptide amino acid sequence and an MHC pseudo amino acid sequence, predict their binding affinity value. This is MHC class I binding data. The peptide sequence is EMRFAYICT. The MHC is HLA-A26:03 with pseudo-sequence HLA-A26:03. The binding affinity (normalized) is 0.0847.